From a dataset of Reaction yield outcomes from USPTO patents with 853,638 reactions. Predict the reaction yield, written as a fraction of the theoretical maximum amount of product (1.0 means a 100% yield; for example, 0.34 means a 34% yield). (1) The reactants are [N:1]1([CH2:7][CH2:8][CH2:9][CH2:10][O:11][C:12]2[CH:17]=[CH:16][C:15]([NH2:18])=[CH:14][CH:13]=2)[CH2:6][CH2:5][CH2:4][CH2:3][CH2:2]1.[CH3:19][C:20]1[CH:28]=[CH:27][CH:26]=[C:25]2[C:21]=1[C:22](=[CH:30]O)[C:23](=[O:29])[NH:24]2. No catalyst specified. The product is [CH3:19][C:20]1[CH:28]=[CH:27][CH:26]=[C:25]2[C:21]=1[C:22](=[CH:30][NH:18][C:15]1[CH:14]=[CH:13][C:12]([O:11][CH2:10][CH2:9][CH2:8][CH2:7][N:1]3[CH2:2][CH2:3][CH2:4][CH2:5][CH2:6]3)=[CH:17][CH:16]=1)[C:23](=[O:29])[NH:24]2. The yield is 0.530. (2) The reactants are I[C:2]1[CH:7]=[C:6]([S:8]([F:13])([F:12])([F:11])([F:10])[F:9])[CH:5]=[CH:4][C:3]=1[C:14]#[N:15].[Cu](C#N)[C:17]#[N:18].O.N. The catalyst is CN(C)C=O. The product is [F:9][S:8]([F:13])([F:12])([F:11])([F:10])[C:6]1[CH:7]=[C:2]([C:17]#[N:18])[C:3](=[CH:4][CH:5]=1)[C:14]#[N:15]. The yield is 0.430.